From a dataset of Peptide-MHC class II binding affinity with 134,281 pairs from IEDB. Regression. Given a peptide amino acid sequence and an MHC pseudo amino acid sequence, predict their binding affinity value. This is MHC class II binding data. (1) The peptide sequence is LMSLSCQSVCEEFFH. The MHC is DRB1_0101 with pseudo-sequence DRB1_0101. The binding affinity (normalized) is 0.497. (2) The peptide sequence is EIGAVALDYPSGTSG. The MHC is HLA-DQA10303-DQB10402 with pseudo-sequence HLA-DQA10303-DQB10402. The binding affinity (normalized) is 0. (3) The peptide sequence is INELIASGSEKLASV. The MHC is DRB5_0101 with pseudo-sequence DRB5_0101. The binding affinity (normalized) is 0.545. (4) The peptide sequence is KLIGGIGGFIKVRQYDQIPI. The MHC is DRB5_0101 with pseudo-sequence DRB5_0101. The binding affinity (normalized) is 0.574. (5) The binding affinity (normalized) is 0.249. The MHC is HLA-DQA10501-DQB10301 with pseudo-sequence HLA-DQA10501-DQB10301. The peptide sequence is QIHQYIMALREEYFD. (6) The peptide sequence is EEVMNIVLIALSILA. The MHC is DRB1_0405 with pseudo-sequence DRB1_0405. The binding affinity (normalized) is 0.595.